From a dataset of Forward reaction prediction with 1.9M reactions from USPTO patents (1976-2016). Predict the product of the given reaction. (1) Given the reactants [Cl:1][C:2]1[N:3]=[CH:4][NH:5][C:6]=1[Cl:7].[OH-].[K+].[Br:10][CH2:11][CH2:12][CH2:13][CH2:14][CH2:15][CH2:16][CH2:17][CH3:18].[K+].[Br-].Br[CH2:22][C:23]1[CH:32]=[CH:31][C:30]2[C:25](=[CH:26][CH:27]=[CH:28][CH:29]=2)[CH:24]=1, predict the reaction product. The product is: [Br-:10].[CH2:11]([C:31]1[C:30]2[C:25](=[CH:26][CH:27]=[CH:28][CH:29]=2)[CH:24]=[C:23]([CH3:22])[C:32]=1[N+:3]1[C:2]([Cl:1])=[C:6]([Cl:7])[NH:5][CH:4]=1)[CH2:12][CH2:13][CH2:14][CH2:15][CH2:16][CH2:17][CH3:18]. (2) Given the reactants [F:1][C:2]([F:7])([F:6])[C:3](O)=O.FC(F)(F)C(O)=O.FC(F)(F)C(O)=O.[CH:22]([C@:25]1([C:31]([N:33]2[CH2:38][CH2:37][N:36]([C:39]3[CH:40]=[N:41][CH:42]=C(C(F)(F)F)[CH:44]=3)[CH2:35][CH2:34]2)=[O:32])[CH2:29][CH2:28][C@@H:27]([NH2:30])[CH2:26]1)([CH3:24])[CH3:23].[CH3:49][O:50][CH:51]1[C:56](=O)[CH2:55][CH2:54][O:53][CH2:52]1.C(N(CC)CC)C.C(O[BH-](OC(=O)C)OC(=O)C)(=O)C.[Na+], predict the reaction product. The product is: [CH:22]([C@:25]1([C:31]([N:33]2[CH2:34][CH2:35][N:36]([C:39]3[CH:40]=[N:41][CH:42]=[C:3]([C:2]([F:7])([F:6])[F:1])[CH:44]=3)[CH2:37][CH2:38]2)=[O:32])[CH2:29][CH2:28][C@@H:27]([NH:30][CH:56]2[CH2:55][CH2:54][O:53][CH2:52][CH:51]2[O:50][CH3:49])[CH2:26]1)([CH3:24])[CH3:23]. (3) Given the reactants [CH3:1][C:2]1[C:3](=[O:26])[C:4]2[C:9]([C:10](=[O:25])[C:11]=1[CH:12]([C:14](=[O:24])[CH2:15][NH:16]C(OC(C)(C)C)=O)[NH2:13])=[CH:8][CH:7]=[CH:6][CH:5]=2.C(Cl)Cl.C(O)(C(F)(F)F)=O.Cl, predict the reaction product. The product is: [CH3:1][C:2]1[C:3](=[O:26])[C:4]2[C:9]([C:10](=[O:25])[C:11]=1[CH:12]([C:14](=[O:24])[CH2:15][NH2:16])[NH2:13])=[CH:8][CH:7]=[CH:6][CH:5]=2. (4) Given the reactants [NH2:1][C:2]1[N:7]=[C:6]([N:8]2[CH:17]([CH3:18])[CH2:16][C:15]3[C:10](=[CH:11][C:12]([CH:19]4[CH2:24][CH2:23][N:22](C(OC(C)(C)C)=O)[CH2:21][CH2:20]4)=[CH:13][CH:14]=3)[CH2:9]2)[CH:5]=[C:4]([N:32]2[CH2:37][CH2:36][N:35]([CH3:38])[CH2:34][CH2:33]2)[N:3]=1.[ClH:39].O1CCOCC1, predict the reaction product. The product is: [CH3:38][N:35]1[CH2:36][CH2:37][N:32]([C:4]2[CH:5]=[C:6]([N:8]3[CH:17]([CH3:18])[CH2:16][C:15]4[C:10](=[CH:11][C:12]([CH:19]5[CH2:20][CH2:21][NH:22][CH2:23][CH2:24]5)=[CH:13][CH:14]=4)[CH2:9]3)[N:7]=[C:2]([NH2:1])[N:3]=2)[CH2:33][CH2:34]1.[ClH:39]. (5) The product is: [NH2:1][C:2]1[CH:7]=[CH:6][CH:5]=[CH:4][C:3]=1[NH:8][C:9](=[O:17])[C:10]1[CH:15]=[CH:14][C:13]([C:35]([CH2:36][N:54]([CH2:18][C:19]2[CH:20]=[CH:21][CH:22]=[CH:23][CH:24]=2)[CH3:52])=[CH2:34])=[CH:12][CH:11]=1. Given the reactants [NH2:1][C:2]1[CH:7]=[CH:6][CH:5]=[CH:4][C:3]=1[NH:8][C:9](=[O:17])[C:10]1[CH:15]=[CH:14][C:13](I)=[CH:12][CH:11]=1.[CH2:18](CN)[C:19]1[CH:24]=[CH:23][CH:22]=[CH:21][CH:20]=1.C(=O)([O-])[O-].[K+].[K+].O1C=[CH:36][CH:35]=[C:34]1P(C1OC=CC=1)C1OC=CC=1.C=C=C.[C:52](#[N:54])C, predict the reaction product. (6) Given the reactants [H-].[Na+].[CH3:3][O:4][CH2:5][CH2:6][OH:7].[Br:8][C:9]1[CH:10]=[CH:11][C:12](Cl)=[N:13][CH:14]=1, predict the reaction product. The product is: [Br:8][C:9]1[CH:10]=[CH:11][C:12]([O:7][CH2:6][CH2:5][O:4][CH3:3])=[N:13][CH:14]=1. (7) Given the reactants Cl[C:2]1[CH:3]=[C:4]([NH:21][C:22]2[CH:26]=[CH:25][N:24]([CH3:27])[N:23]=2)[C:5]2[N:6]([C:8]([C:11]([NH:13][C:14]3[CH:19]=[CH:18][N:17]=[CH:16][C:15]=3[F:20])=[O:12])=[CH:9][N:10]=2)[N:7]=1.[C@H:28]1([NH2:35])[CH2:33][CH2:32][C@H:31]([NH2:34])[CH2:30][CH2:29]1, predict the reaction product. The product is: [NH2:34][C@H:31]1[CH2:32][CH2:33][C@H:28]([NH:35][C:2]2[CH:3]=[C:4]([NH:21][C:22]3[CH:26]=[CH:25][N:24]([CH3:27])[N:23]=3)[C:5]3[N:6]([C:8]([C:11]([NH:13][C:14]4[CH:19]=[CH:18][N:17]=[CH:16][C:15]=4[F:20])=[O:12])=[CH:9][N:10]=3)[N:7]=2)[CH2:29][CH2:30]1. (8) Given the reactants [C:1](Cl)(=O)[C:2]([Cl:4])=[O:3].[CH2:7]([O:14][C:15]([N:17]1C[CH2:23][CH2:22][C@@H:18]1C(O)=O)=[O:16])[C:8]1[CH:13]=[CH:12][CH:11]=[CH:10][CH:9]=1, predict the reaction product. The product is: [Cl:4][C:2]([C@H:1]1[CH2:23][CH2:22][CH2:18][N:17]1[C:15]([O:14][CH2:7][C:8]1[CH:9]=[CH:10][CH:11]=[CH:12][CH:13]=1)=[O:16])=[O:3]. (9) Given the reactants Cl.C([O:4][C:5](=O)[CH2:6][C:7]1[C:16]2[C:11](=[CH:12][CH:13]=[CH:14][CH:15]=2)[CH:10]=[C:9]([N:17]2[C:21]([NH2:22])=[CH:20][C:19]([C:23]([CH3:26])([CH3:25])[CH3:24])=[N:18]2)[CH:8]=1)C.[NH3:28].CO, predict the reaction product. The product is: [NH2:22][C:21]1[N:17]([C:9]2[CH:8]=[C:7]([CH2:6][C:5]([NH2:28])=[O:4])[C:16]3[C:11]([CH:10]=2)=[CH:12][CH:13]=[CH:14][CH:15]=3)[N:18]=[C:19]([C:23]([CH3:26])([CH3:24])[CH3:25])[CH:20]=1. (10) Given the reactants Br[CH2:2][C:3]([C:5]1[CH:13]=[CH:12][C:8]([C:9]([OH:11])=[O:10])=[CH:7][CH:6]=1)=O.[C:14]([O:22][CH2:23][C:24](=[S:26])[NH2:25])(=[O:21])[C:15]1[CH:20]=[CH:19][CH:18]=[CH:17][CH:16]=1.C(=O)([O-])O.[Na+].O, predict the reaction product. The product is: [C:14]([O:22][CH2:23][C:24]1[S:26][CH:2]=[C:3]([C:5]2[CH:13]=[CH:12][C:8]([C:9]([OH:11])=[O:10])=[CH:7][CH:6]=2)[N:25]=1)(=[O:21])[C:15]1[CH:20]=[CH:19][CH:18]=[CH:17][CH:16]=1.